This data is from Full USPTO retrosynthesis dataset with 1.9M reactions from patents (1976-2016). The task is: Predict the reactants needed to synthesize the given product. Given the product [Cl:1][C:2]1[C:3]([F:12])=[CH:4][C:5]([F:11])=[C:6]([CH:10]=1)[C:7]([O:9][C:16]([CH3:19])([CH3:18])[CH3:17])=[O:8], predict the reactants needed to synthesize it. The reactants are: [Cl:1][C:2]1[C:3]([F:12])=[CH:4][C:5]([F:11])=[C:6]([CH:10]=1)[C:7]([OH:9])=[O:8].C(OC(O[C:16]([CH3:19])([CH3:18])[CH3:17])=O)(O[C:16]([CH3:19])([CH3:18])[CH3:17])=O.